This data is from Full USPTO retrosynthesis dataset with 1.9M reactions from patents (1976-2016). The task is: Predict the reactants needed to synthesize the given product. (1) The reactants are: [Cl-].[CH2:2]([N+:9]1[CH:14]=[CH:13][C:12]([C:15]([CH:17]2[CH2:25][C:24]3[C:19](=[CH:20][C:21]([O:28][CH3:29])=[C:22]([O:26][CH3:27])[CH:23]=3)[C:18]2=[O:30])=O)=[CH:11][CH:10]=1)[C:3]1[CH:8]=[CH:7][CH:6]=[CH:5][CH:4]=1.S(=O)(=O)(O)O. Given the product [CH3:27][O:26][C:22]1[CH:23]=[C:24]2[CH2:25][CH:17]([CH2:15][CH:12]3[CH2:11][CH2:10][N:9]([CH2:2][C:3]4[CH:4]=[CH:5][CH:6]=[CH:7][CH:8]=4)[CH2:14][CH2:13]3)[C:18](=[O:30])[C:19]2=[CH:20][C:21]=1[O:28][CH3:29], predict the reactants needed to synthesize it. (2) Given the product [N:1]([CH2:4][C@H:5]1[NH:6][CH2:7][C@H:8]([O:10][C:11]2[CH:16]=[N:15][C:14]([CH:17]3[CH2:18][CH2:19]3)=[CH:13][N:12]=2)[CH2:9]1)=[N+:2]=[N-:3], predict the reactants needed to synthesize it. The reactants are: [N:1]([CH2:4][C@@H:5]1[CH2:9][C@@H:8]([O:10][C:11]2[CH:16]=[N:15][C:14]([CH:17]3[CH2:19][CH2:18]3)=[CH:13][N:12]=2)[CH2:7][N:6]1C(OC(C)(C)C)=O)=[N+:2]=[N-:3].Cl. (3) The reactants are: Br[C:2]1[C:10]2[C:5](=[CH:6][CH:7]=[CH:8][CH:9]=2)[NH:4][N:3]=1.[CH3:11][O:12][C:13]1[CH:18]=[CH:17][C:16](B(O)O)=[CH:15][CH:14]=1. Given the product [CH3:11][O:12][C:13]1[CH:18]=[CH:17][C:16]([C:2]2[C:10]3[C:5](=[CH:6][CH:7]=[CH:8][CH:9]=3)[NH:4][N:3]=2)=[CH:15][CH:14]=1, predict the reactants needed to synthesize it. (4) The reactants are: [CH:1]1[C:6]([C:7]2[O:17][C:16]3[CH:15]=[C:14]([O:18][C@@H:19]4[O:24][C@H:23]([CH2:25][OH:26])[C@@H:22]([OH:27])[C@H:21]([OH:28])[C@H:20]4[O:29][C@@H:30]4[O:34][CH2:33][C@:32]([OH:37])([CH2:35][OH:36])[C@H:31]4[OH:38])[CH:13]=[C:12]([OH:39])[C:11]=3[C:9](=[O:10])[CH:8]=2)=[CH:5][CH:4]=[C:3]([OH:40])[CH:2]=1. Given the product [CH2:33]1[O:34][C@@H:30]([O:29][C@H:20]2[C@H:19]([O:18][C:14]3[CH:15]=[C:16]4[O:17][C:7]([C:6]5[CH:1]=[CH:2][C:3]([OH:40])=[CH:4][CH:5]=5)=[CH:8][C:9](=[O:10])[C:11]4=[C:12]([OH:39])[CH:13]=3)[O:24][C@H:23]([CH2:25][OH:26])[C@@H:22]([OH:27])[C@@H:21]2[OH:28])[C@@H:31]([OH:38])[C@@:32]1([OH:37])[CH2:35][OH:36], predict the reactants needed to synthesize it.